This data is from Full USPTO retrosynthesis dataset with 1.9M reactions from patents (1976-2016). The task is: Predict the reactants needed to synthesize the given product. (1) Given the product [F:11][C:9]1[CH:8]=[C:7]2[C:3]([CH:4]=[N:5][N:6]2[C:12]([C:18]2[CH:23]=[CH:22][C:21]([C:24]([F:27])([F:26])[F:25])=[CH:20][CH:19]=2)([CH2:16][CH3:17])[CH:13]([OH:15])[CH3:14])=[C:2]([N:1]([S:36]([CH3:39])(=[O:37])=[O:35])[S:36]([CH3:39])(=[O:37])=[O:35])[CH:10]=1, predict the reactants needed to synthesize it. The reactants are: [NH2:1][C:2]1[CH:10]=[C:9]([F:11])[CH:8]=[C:7]2[C:3]=1[CH:4]=[N:5][N:6]2[C:12]([C:18]1[CH:23]=[CH:22][C:21]([C:24]([F:27])([F:26])[F:25])=[CH:20][CH:19]=1)([CH2:16][CH3:17])[CH:13]([OH:15])[CH3:14].CCN(CC)CC.[O:35](S(C)(=O)=O)[S:36]([CH3:39])(=O)=[O:37]. (2) Given the product [Cl:1][C:2]1[C:8]([CH3:9])=[CH:7][C:6]([I:10])=[C:4]([CH:3]=1)[NH2:5], predict the reactants needed to synthesize it. The reactants are: [Cl:1][C:2]1[CH:3]=[C:4]([CH:6]=[CH:7][C:8]=1[CH3:9])[NH2:5].[I:10](Cl)(=O)=O.I(Cl)(=O)=O.C([N+](C)(C)C)C1C=CC=CC=1.C([O-])([O-])=O.[Ca+2].